Dataset: Reaction yield outcomes from USPTO patents with 853,638 reactions. Task: Predict the reaction yield, written as a fraction of the theoretical maximum amount of product (1.0 means a 100% yield; for example, 0.34 means a 34% yield). The reactants are Br.[CH2:2]([N:4]([CH2:7][CH2:8]Br)[CH2:5][CH3:6])[CH3:3].C(=O)(O)[O-].[Na+].[Na][Na].[CH3:17][C:18]1([CH3:33])[S:22][CH:21]2[CH:23]([C:27]([OH:29])=[O:28])[NH:24][C:25](=[O:26])[N:20]2[CH:19]1[C:30]([OH:32])=[O:31]. The catalyst is CN(C=O)C.O. The product is [CH3:17][C:18]1([CH3:33])[S:22][C@@H:21]2[C@@H:23]([C:27]([O:29][CH2:8][CH2:7][N:4]([CH2:2][CH3:3])[CH2:5][CH3:6])=[O:28])[NH:24][C:25](=[O:26])[N:20]2[C@H:19]1[C:30]([O:32][CH2:3][CH2:2][N:4]([CH2:7][CH3:8])[CH2:5][CH3:6])=[O:31]. The yield is 0.400.